Dataset: NCI-60 drug combinations with 297,098 pairs across 59 cell lines. Task: Regression. Given two drug SMILES strings and cell line genomic features, predict the synergy score measuring deviation from expected non-interaction effect. Drug 1: CN1CCC(CC1)COC2=C(C=C3C(=C2)N=CN=C3NC4=C(C=C(C=C4)Br)F)OC. Drug 2: CC1=C(C(CCC1)(C)C)C=CC(=CC=CC(=CC(=O)O)C)C. Cell line: PC-3. Synergy scores: CSS=6.78, Synergy_ZIP=-2.91, Synergy_Bliss=-0.117, Synergy_Loewe=-2.40, Synergy_HSA=0.720.